From a dataset of Full USPTO retrosynthesis dataset with 1.9M reactions from patents (1976-2016). Predict the reactants needed to synthesize the given product. (1) Given the product [CH3:21][O:20][C:19](=[O:23])[CH:18]([C:10]1[CH:15]=[CH:14][C:13]([CH3:16])=[CH:12][C:11]=1[CH3:17])[C:19]([O:20][CH3:21])=[O:23], predict the reactants needed to synthesize it. The reactants are: [O-]P([O-])([O-])=O.[K+].[K+].[K+].Br[C:10]1[CH:15]=[CH:14][C:13]([CH3:16])=[CH:12][C:11]=1[CH3:17].[CH3:18][C:19](=[O:23])[O:20][CH2:21]C. (2) Given the product [NH2:1][C:4]1[C:5]([NH:10][C:11]2[CH:20]=[C:19]3[C:14]([CH:15]=[CH:16][CH:17]=[C:18]3[CH:29]3[CH2:28][CH2:9][CH2:4][CH2:5][N:6]3[CH3:7])=[CH:13][CH:12]=2)=[N:6][CH:7]=[CH:8][CH:9]=1, predict the reactants needed to synthesize it. The reactants are: [N+:1]([C:4]1[C:5]([NH:10][C:11]2[CH:20]=[C:19]3[C:14]([CH:15]=[CH:16][CH:17]=[C:18]3C3CCN(C)CC3)=[CH:13][CH:12]=2)=[N:6][CH:7]=[CH:8][CH:9]=1)([O-])=O.[CH2:28](O)[CH3:29].